Dataset: Full USPTO retrosynthesis dataset with 1.9M reactions from patents (1976-2016). Task: Predict the reactants needed to synthesize the given product. (1) Given the product [CH3:34][N:35]([CH3:36])[C:15]([C@@H:14]([NH:13][C:11]([C:9]1[CH:8]=[CH:7][C:6]2[N:2]([CH3:1])[C:3]([NH:19][C:20]3[S:21][C:22]4[CH:28]=[C:27]([O:29][C:30]([F:31])([F:33])[F:32])[CH:26]=[CH:25][C:23]=4[N:24]=3)=[N:4][C:5]=2[CH:10]=1)=[O:12])[CH3:18])=[O:16], predict the reactants needed to synthesize it. The reactants are: [CH3:1][N:2]1[C:6]2[CH:7]=[CH:8][C:9]([C:11]([NH:13][C@@H:14]([CH3:18])[C:15](O)=[O:16])=[O:12])=[CH:10][C:5]=2[N:4]=[C:3]1[NH:19][C:20]1[S:21][C:22]2[CH:28]=[C:27]([O:29][C:30]([F:33])([F:32])[F:31])[CH:26]=[CH:25][C:23]=2[N:24]=1.[CH3:34][NH:35][CH3:36].CN(C(ON1N=NC2C=CC=CC1=2)=[N+](C)C)C.F[P-](F)(F)(F)(F)F.CCN(C(C)C)C(C)C. (2) Given the product [CH2:20]([O:19][C:12]1[CH:11]=[C:10]([CH2:9][CH2:8][NH2:7])[CH:15]=[CH:14][C:13]=1[O:16][CH2:17][CH3:18])[CH3:21], predict the reactants needed to synthesize it. The reactants are: C(OC(=O)[NH:7][CH2:8][CH2:9][C:10]1[CH:15]=[CH:14][C:13]([O:16][CH2:17][CH3:18])=[C:12]([O:19][CH2:20][CH3:21])[CH:11]=1)(C)(C)C.C(O)(C(F)(F)F)=O.[OH-].[Na+].